From a dataset of Forward reaction prediction with 1.9M reactions from USPTO patents (1976-2016). Predict the product of the given reaction. The product is: [F:1][C:2]1[CH:7]=[CH:6][C:5]([O:8][C:10]2[C:19]3[C:14](=[CH:15][CH:16]=[CH:17][CH:18]=3)[CH:13]=[C:12]([NH:20][C:21]3[CH:25]=[C:24]([CH3:26])[NH:23][N:22]=3)[N:11]=2)=[CH:4][CH:3]=1. Given the reactants [F:1][C:2]1[CH:7]=[CH:6][C:5]([OH:8])=[CH:4][CH:3]=1.Cl[C:10]1[C:19]2[C:14](=[CH:15][CH:16]=[CH:17][CH:18]=2)[CH:13]=[C:12]([NH:20][C:21]2[CH:25]=[C:24]([CH3:26])[NH:23][N:22]=2)[N:11]=1, predict the reaction product.